Dataset: Forward reaction prediction with 1.9M reactions from USPTO patents (1976-2016). Task: Predict the product of the given reaction. Given the reactants [NH2:1][C:2]1[C:3]([I:9])=[N:4][CH:5]=[N:6][C:7]=1I.[Cl:10][C:11]1[CH:12]=[C:13]([CH:15]=[CH:16][C:17]=1[O:18][CH2:19][C:20]1[CH:25]=[CH:24][CH:23]=[C:22]([F:26])[CH:21]=1)[NH2:14].O, predict the reaction product. The product is: [Cl:10][C:11]1[CH:12]=[C:13]([NH:14][C:7]2[C:2]([NH2:1])=[C:3]([I:9])[N:4]=[CH:5][N:6]=2)[CH:15]=[CH:16][C:17]=1[O:18][CH2:19][C:20]1[CH:25]=[CH:24][CH:23]=[C:22]([F:26])[CH:21]=1.